Predict the reaction yield, written as a fraction of the theoretical maximum amount of product (1.0 means a 100% yield; for example, 0.34 means a 34% yield). From a dataset of Reaction yield outcomes from USPTO patents with 853,638 reactions. (1) The reactants are C(P(CC[CH2:12][CH3:13])CCCC)CCC.[OH:14]C1C=CC(CC(OC)=O)=CC=1.[Br:26][C:27]1[CH:32]=[CH:31][C:30](/[C:33](/[C:37]2[CH:42]=[CH:41][CH:40]=[CH:39][CH:38]=2)=[CH:34]/[CH2:35][OH:36])=[CH:29][CH:28]=1. The catalyst is C1COCC1. The product is [CH2:12]([O:36][C:35](=[O:14])/[CH:34]=[C:33](/[C:30]1[CH:29]=[CH:28][C:27]([Br:26])=[CH:32][CH:31]=1)\[C:37]1[CH:38]=[CH:39][CH:40]=[CH:41][CH:42]=1)[CH3:13]. The yield is 0.810. (2) The product is [OH:1][C:2]1[C:3]([C:11]([OH:13])=[O:12])=[N:4][CH:5]=[CH:6][C:7]=1[O:8][CH3:9]. The catalyst is Cl.[Pd]. The reactants are [OH:1][C:2]1[C:3]([C:11]([OH:13])=[O:12])=[N:4][C:5](Br)=[CH:6][C:7]=1[O:8][CH3:9].CCO.C(N(CC)CC)C. The yield is 0.850. (3) The reactants are CS(C)=O.C(=O)([O-])[O-].[K+].[K+].[CH3:11][O:12][C:13]1[CH:14]=[C:15]2[C:20](=[CH:21][CH:22]=1)[CH:19]=[C:18]([OH:23])[CH:17]=[CH:16]2.I[CH2:25][C:26]1([C:37]([O:39][CH2:40][CH3:41])=[O:38])[CH2:29][N:28]([C:30]([O:32][C:33]([CH3:36])([CH3:35])[CH3:34])=[O:31])[CH2:27]1. The catalyst is C(#N)C. The product is [CH3:11][O:12][C:13]1[CH:14]=[C:15]2[C:20](=[CH:21][CH:22]=1)[CH:19]=[C:18]([O:23][CH2:25][C:26]1([C:37]([O:39][CH2:40][CH3:41])=[O:38])[CH2:29][N:28]([C:30]([O:32][C:33]([CH3:34])([CH3:35])[CH3:36])=[O:31])[CH2:27]1)[CH:17]=[CH:16]2. The yield is 1.00.